This data is from Catalyst prediction with 721,799 reactions and 888 catalyst types from USPTO. The task is: Predict which catalyst facilitates the given reaction. Reactant: O=[C:2]1[C:7]([C:8]#[N:9])=[CH:6][C:5]([C:10]2[CH:15]=[CH:14][CH:13]=[CH:12][CH:11]=2)=[CH:4][NH:3]1.O=P(Cl)(Cl)[Cl:18].P(Cl)(Cl)(Cl)(Cl)Cl.C(=O)([O-])[O-].[Na+].[Na+]. Product: [Cl:18][C:2]1[N:3]=[CH:4][C:5]([C:10]2[CH:15]=[CH:14][CH:13]=[CH:12][CH:11]=2)=[CH:6][C:7]=1[C:8]#[N:9]. The catalyst class is: 6.